This data is from Full USPTO retrosynthesis dataset with 1.9M reactions from patents (1976-2016). The task is: Predict the reactants needed to synthesize the given product. (1) Given the product [CH3:13][C:14]1([C:34]([O:36][CH3:37])=[O:35])[CH2:22][C:21]2[C:16](=[CH:17][CH:18]=[CH:19][CH:20]=2)[C:15]1=[O:23], predict the reactants needed to synthesize it. The reactants are: C(NC(C)C)(C)C.C([Li])CCC.[CH3:13][CH:14]1[CH2:22][C:21]2[C:16](=[CH:17][CH:18]=[CH:19][CH:20]=2)[C:15]1=[O:23].[Li+].CC([N-]C(C)C)C.C([C:34]([O:36][CH3:37])=[O:35])#N. (2) Given the product [Br-:21].[C:15]1([CH2:14][N+:8]2[CH:9]=[CH:10][CH:11]=[C:12]([OH:13])[C:7]=2[C:1]2[CH:2]=[CH:3][CH:4]=[CH:5][CH:6]=2)[CH:20]=[CH:19][CH:18]=[CH:17][CH:16]=1, predict the reactants needed to synthesize it. The reactants are: [C:1]1([C:7]2[C:12]([OH:13])=[CH:11][CH:10]=[CH:9][N:8]=2)[CH:6]=[CH:5][CH:4]=[CH:3][CH:2]=1.[CH2:14]([Br:21])[C:15]1[CH:20]=[CH:19][CH:18]=[CH:17][CH:16]=1. (3) Given the product [CH2:1]([NH:3][C:4]([NH:6][C:7]1[S:8][C:9]2[C:15]([C:16]3[N:38]=[N:37][N:36]([CH2:39][Si:40]([CH3:43])([CH3:42])[CH3:41])[CH:17]=3)=[CH:14][C:13]([C:18]3[CH:23]=[N:22][C:21]([N:24]4[CH2:25][CH2:26][C:27]([CH3:35])([C:30]([O:32][CH2:33][CH3:34])=[O:31])[CH2:28][CH2:29]4)=[N:20][CH:19]=3)=[CH:12][C:10]=2[N:11]=1)=[O:5])[CH3:2], predict the reactants needed to synthesize it. The reactants are: [CH2:1]([NH:3][C:4]([NH:6][C:7]1[S:8][C:9]2[C:15]([C:16]#[CH:17])=[CH:14][C:13]([C:18]3[CH:19]=[N:20][C:21]([N:24]4[CH2:29][CH2:28][C:27]([CH3:35])([C:30]([O:32][CH2:33][CH3:34])=[O:31])[CH2:26][CH2:25]4)=[N:22][CH:23]=3)=[CH:12][C:10]=2[N:11]=1)=[O:5])[CH3:2].[N:36]([CH2:39][Si:40]([CH3:43])([CH3:42])[CH3:41])=[N+:37]=[N-:38].C(N(C(C)C)C(C)C)C.